This data is from Full USPTO retrosynthesis dataset with 1.9M reactions from patents (1976-2016). The task is: Predict the reactants needed to synthesize the given product. (1) The reactants are: Br[C:2]1[CH:3]=[C:4]([C:8]2[CH:13]=[CH:12][CH:11]=[CH:10][CH:9]=2)[CH:5]=[CH:6][CH:7]=1.[B:14]1([B:14]2[O:18][C:17]([CH3:20])([CH3:19])[C:16]([CH3:22])([CH3:21])[O:15]2)[O:18][C:17]([CH3:20])([CH3:19])[C:16]([CH3:22])([CH3:21])[O:15]1.C(=O)([O-])[O-].[Cs+].[Cs+].C([O-])(=O)C.[K+].[Cl-].[Na+]. Given the product [C:4]1([C:8]2[CH:13]=[CH:12][CH:11]=[CH:10][CH:9]=2)[CH:5]=[CH:6][CH:7]=[C:2]([B:14]2[O:18][C:17]([CH3:20])([CH3:19])[C:16]([CH3:22])([CH3:21])[O:15]2)[CH:3]=1, predict the reactants needed to synthesize it. (2) Given the product [Cl:22][C:16]1[CH:17]=[C:18]([Cl:21])[CH:19]=[CH:20][C:15]=1[CH2:14][N:13]1[C:3]2[C:2](=[CH:12][CH:11]=[C:5]([C:6]([O:8][CH2:9][CH3:10])=[O:7])[CH:4]=2)[NH:1][C:33](=[O:34])[C:32]1=[O:36], predict the reactants needed to synthesize it. The reactants are: [NH2:1][C:2]1[CH:12]=[CH:11][C:5]([C:6]([O:8][CH2:9][CH3:10])=[O:7])=[CH:4][C:3]=1[NH:13][CH2:14][C:15]1[CH:20]=[CH:19][C:18]([Cl:21])=[CH:17][C:16]=1[Cl:22].CN(C)C1C=CC=CC=1.[C:32](Cl)(=[O:36])[C:33](Cl)=[O:34]. (3) Given the product [Cl:2][CH2:3][CH2:4][C:5]([N:8]=[CH:14][C:13]1[C:12]([Cl:11])=[CH:19][CH:18]=[CH:17][C:16]=1[Cl:20])([CH3:7])[CH3:6], predict the reactants needed to synthesize it. The reactants are: Cl.[Cl:2][CH2:3][CH2:4][C:5]([NH2:8])([CH3:7])[CH3:6].[OH-].[Na+].[Cl:11][C:12]1[CH:19]=[CH:18][CH:17]=[C:16]([Cl:20])[C:13]=1[CH:14]=O. (4) Given the product [CH2:17]1[C:6]2([C:4]3[N:3]=[CH:2][NH:1][CH:5]=3)[CH2:14][C:13]3[CH:12]=[CH:11][CH:10]=[CH:9][C:8]=3[CH:7]2[CH2:15][CH2:16]1, predict the reactants needed to synthesize it. The reactants are: [NH:1]1[CH:5]=[C:4]([C:6]23[CH2:17][CH2:16][CH:15](O)[CH:7]2[C:8]2[CH:9]=[CH:10][CH:11]=[CH:12][C:13]=2[CH2:14]3)[N:3]=[CH:2]1.Cl.[H][H]. (5) Given the product [NH2:21][CH:10]([C:3]1[CH:2]=[N:1][N:5]2[CH2:6][CH2:7][CH2:8][NH:9][C:4]=12)[CH2:11][CH2:12][NH:13][C:14](=[O:20])[O:15][C:16]([CH3:19])([CH3:18])[CH3:17], predict the reactants needed to synthesize it. The reactants are: [N:1]1[N:5]2[CH2:6][CH2:7][CH2:8][NH:9][C:4]2=[C:3]([CH:10]([NH:21]C(=O)C(F)(F)F)[CH2:11][CH2:12][NH:13][C:14](=[O:20])[O:15][C:16]([CH3:19])([CH3:18])[CH3:17])[CH:2]=1.C(=O)([O-])[O-].[K+].[K+].CCCCCC. (6) Given the product [C:1]([O:4][CH2:24][C:23](=[O:26])[CH2:22][C:20]1[C:19]2[CH:27]=[CH:28][CH:29]=[CH:30][C:18]=2[S:17][CH:21]=1)(=[O:3])[CH3:2], predict the reactants needed to synthesize it. The reactants are: [C:1]([O:4]CC(=O)CC1C=CC(Cl)=C(Cl)C=1)(=[O:3])[CH3:2].[S:17]1[CH:21]=[C:20]([CH2:22][C:23](=[O:26])[CH2:24]Cl)[C:19]2[CH:27]=[CH:28][CH:29]=[CH:30][C:18]1=2.C(O)(=O)C.C(N(CC)CC)C. (7) Given the product [Cl:1][C:2]1[C:10]([N+:11]([O-:13])=[O:12])=[CH:9][C:8]([Cl:14])=[CH:7][C:3]=1[C:4]([O:6][CH3:15])=[O:5], predict the reactants needed to synthesize it. The reactants are: [Cl:1][C:2]1[C:10]([N+:11]([O-:13])=[O:12])=[CH:9][C:8]([Cl:14])=[CH:7][C:3]=1[C:4]([OH:6])=[O:5].[C:15](=O)([O-])[O-].[Na+].[Na+].CI.O.